From a dataset of Full USPTO retrosynthesis dataset with 1.9M reactions from patents (1976-2016). Predict the reactants needed to synthesize the given product. Given the product [Cl:1][C:2]1[CH:7]=[C:6]([Sn:10]([CH3:16])([CH3:15])[CH3:9])[CH:5]=[CH:4][N:3]=1, predict the reactants needed to synthesize it. The reactants are: [Cl:1][C:2]1[CH:7]=[C:6](Br)[CH:5]=[CH:4][N:3]=1.[CH3:9][Sn:10]([CH3:16])([CH3:15])[Sn:10]([CH3:16])([CH3:15])[CH3:9].